This data is from Forward reaction prediction with 1.9M reactions from USPTO patents (1976-2016). The task is: Predict the product of the given reaction. (1) Given the reactants [OH-:1].[K+].[NH2:3][C:4]1[N:9]=[C:8]([CH3:10])[C:7]([CH2:11][C:12]2[CH:17]=[CH:16][C:15]([CH2:18][C:19]#N)=[CH:14][C:13]=2[O:21][CH3:22])=[C:6]([NH:23][CH2:24][CH2:25][CH2:26][CH2:27][CH3:28])[N:5]=1.C[OH:30], predict the reaction product. The product is: [NH2:3][C:4]1[N:9]=[C:8]([CH3:10])[C:7]([CH2:11][C:12]2[CH:17]=[CH:16][C:15]([CH2:18][C:19]([OH:30])=[O:1])=[CH:14][C:13]=2[O:21][CH3:22])=[C:6]([NH:23][CH2:24][CH2:25][CH2:26][CH2:27][CH3:28])[N:5]=1. (2) The product is: [Cl:31][C:20]1[S:19][C:18]([C:21]([NH:23][CH2:24][C:25]([F:27])([F:28])[F:26])=[O:22])=[CH:17][C:16]=1[C:15]1[CH:14]=[N:13][N:11]2[CH:12]=[C:7]([C:5]3[CH:4]=[N:3][N:2]([CH3:1])[CH:6]=3)[CH:8]=[N:9][C:10]=12. Given the reactants [CH3:1][N:2]1[CH:6]=[C:5]([C:7]2[CH:8]=[N:9][C:10]3[N:11]([N:13]=[CH:14][C:15]=3[C:16]3[CH:17]=[C:18]([C:21]([NH:23][CH2:24][C:25]([F:28])([F:27])[F:26])=[O:22])[S:19][CH:20]=3)[CH:12]=2)[CH:4]=[N:3]1.S(Cl)([Cl:31])=O, predict the reaction product. (3) Given the reactants [Br:1][C:2]1[C:3](=[O:23])[NH:4][N:5]=[CH:6][C:7]=1[N:8]1[CH2:13][CH2:12][CH:11]([C:14]2[C:19]([O:20][CH3:21])=[CH:18][CH:17]=[CH:16][C:15]=2[F:22])[CH2:10][CH2:9]1.[C:24](O[C:24]([O:26][C:27]([CH3:30])([CH3:29])[CH3:28])=[O:25])([O:26][C:27]([CH3:30])([CH3:29])[CH3:28])=[O:25].C(N(CC)CC)C, predict the reaction product. The product is: [Br:1][C:2]1[C:3](=[O:23])[N:4]([C:24]([O:26][C:27]([CH3:30])([CH3:29])[CH3:28])=[O:25])[N:5]=[CH:6][C:7]=1[N:8]1[CH2:13][CH2:12][CH:11]([C:14]2[C:19]([O:20][CH3:21])=[CH:18][CH:17]=[CH:16][C:15]=2[F:22])[CH2:10][CH2:9]1. (4) Given the reactants CC(N)(C)C[C:4]1[CH:17]=[CH:16][C:7]([O:8][C:9]2[CH:14]=[CH:13][C:12]([OH:15])=[CH:11][CH:10]=2)=[CH:6][CH:5]=1.[O:20]1[CH2:22][C@H:21]1[CH2:23][O:24][C:25]1[C:37]2[C:36]3[C:31](=[CH:32][CH:33]=[CH:34][CH:35]=3)[NH:30][C:29]=2[CH:28]=[CH:27][CH:26]=1, predict the reaction product. The product is: [OH:20][C@@H:21]([CH2:22][N:30]([C:4]1[CH:5]=[CH:6][C:7]([O:8][C:9]2[CH:10]=[CH:11][C:12]([OH:15])=[CH:13][CH:14]=2)=[CH:16][CH:17]=1)[CH2:29][CH:37]([CH3:25])[CH3:36])[CH2:23][O:24][C:25]1[C:37]2[C:36]3[C:31](=[CH:32][CH:33]=[CH:34][CH:35]=3)[NH:30][C:29]=2[CH:28]=[CH:27][CH:26]=1. (5) Given the reactants [NH2:1][CH2:2][CH:3]([CH2:7][C:8]([CH3:16])(C)[CH2:9][CH2:10][CH2:11][CH:12]([CH3:14])[CH3:13])[C:4]([OH:6])=[O:5].N[CH2:18]C(CCCCCC(C)C)C(O)=O.C1(C(OC2C(C(C)(C)C)=CC(C)=CC=2C(C)(C)C)=O)CC1, predict the reaction product. The product is: [NH2:1][CH2:2][CH:3]([CH2:7][CH:8]([CH2:16][CH3:18])[CH2:9][CH2:10][CH2:11][CH:12]([CH3:13])[CH3:14])[C:4]([OH:6])=[O:5]. (6) Given the reactants [CH3:1][Si:2]([CH3:16])([CH3:15])[CH:3]=[CH:4][C:5]([O:7][CH2:8][C:9]1[CH:14]=[CH:13][CH:12]=[CH:11][CH:10]=1)=[O:6].CN(C)C(N(C)C)=N.Cl.[N+:26]([CH3:29])([O-:28])=[O:27], predict the reaction product. The product is: [N+:26]([CH2:29][CH:3]([Si:2]([CH3:15])([CH3:1])[CH3:16])[CH2:4][C:5]([O:7][CH2:8][C:9]1[CH:10]=[CH:11][CH:12]=[CH:13][CH:14]=1)=[O:6])([O-:28])=[O:27]. (7) Given the reactants C(O[C:6]([N:8]1[CH2:12][C:11](=[N:13][O:14][CH3:15])[CH2:10][C@H:9]1[C:16]([OH:18])=O)=[O:7])(C)(C)C.[C:19]([C:21]1[CH:26]=[CH:25][CH:24]=[CH:23][C:22]=1[C:27]1[CH:32]=[CH:31][C:30](C(O)=O)=[CH:29][CH:28]=1)#[N:20].[NH2:36][CH2:37][CH:38]([C:40]1[CH:45]=[CH:44][CH:43]=[CH:42][CH:41]=1)[OH:39], predict the reaction product. The product is: [C:19]([C:21]1[CH:26]=[CH:25][CH:24]=[CH:23][C:22]=1[C:27]1[CH:28]=[CH:29][C:30]([C:6]([N:8]2[CH2:12][C:11](=[N:13][O:14][CH3:15])[CH2:10][C@H:9]2[C:16]([NH:36][CH2:37][CH:38]([OH:39])[C:40]2[CH:45]=[CH:44][CH:43]=[CH:42][CH:41]=2)=[O:18])=[O:7])=[CH:31][CH:32]=1)#[N:20]. (8) The product is: [CH3:12][C:33]1[CH:34]=[CH:35][C:30]([S:27]([O:9][CH2:8][CH2:7][CH:5]2[CH2:4][O:3][C:2]([CH3:10])([CH3:1])[O:6]2)(=[O:28])=[O:29])=[CH:31][CH:32]=1. Given the reactants [CH3:1][C:2]1([CH3:10])[O:6][CH:5]([CH2:7][CH2:8][OH:9])[CH2:4][O:3]1.N1C=CC=C[CH:12]=1.[C:31]1(C)[C:30]([S:27](O[S:27]([C:30]2[C:31](C)=[CH:32][CH:33]=[CH:34][CH:35]=2)(=[O:29])=[O:28])(=[O:29])=[O:28])=[CH:35][CH:34]=[CH:33][CH:32]=1, predict the reaction product. (9) Given the reactants C[O:2][C:3](=O)[CH2:4][CH2:5][CH2:6][CH:7]1[CH2:12][CH2:11][N:10]([CH2:13][CH2:14][O:15][CH2:16][C:17]2[CH:22]=[CH:21][CH:20]=[CH:19][CH:18]=2)[CH2:9][CH2:8]1.[NH3:24], predict the reaction product. The product is: [CH2:16]([O:15][CH2:14][CH2:13][N:10]1[CH2:11][CH2:12][CH:7]([CH2:6][CH2:5][CH2:4][C:3]([NH2:24])=[O:2])[CH2:8][CH2:9]1)[C:17]1[CH:22]=[CH:21][CH:20]=[CH:19][CH:18]=1.